From a dataset of Forward reaction prediction with 1.9M reactions from USPTO patents (1976-2016). Predict the product of the given reaction. (1) Given the reactants [CH3:1][O:2][C:3]1[CH:4]=[C:5]([C:9]#[C:10][CH2:11][OH:12])[CH:6]=[CH:7][CH:8]=1, predict the reaction product. The product is: [CH3:1][O:2][C:3]1[CH:4]=[C:5]([C:9]#[C:10][CH:11]=[O:12])[CH:6]=[CH:7][CH:8]=1. (2) Given the reactants [I-].C(OC([NH:9][C@H:10]([C:18]([O:20][CH3:21])=[O:19])[CH2:11][CH2:12][CH2:13][N+:14]([CH3:17])([CH3:16])[CH3:15])=O)(C)(C)C.[ClH:22], predict the reaction product. The product is: [ClH:22].[Cl-:22].[NH2:9][C@H:10]([C:18]([O:20][CH3:21])=[O:19])[CH2:11][CH2:12][CH2:13][N+:14]([CH3:16])([CH3:15])[CH3:17]. (3) Given the reactants [O:1]1[CH2:6][CH2:5][CH:4]([CH2:7][OH:8])[CH2:3][CH2:2]1.[C:9]1([CH3:19])[CH:14]=[CH:13][C:12]([S:15](Cl)(=[O:17])=[O:16])=[CH:11][CH:10]=1, predict the reaction product. The product is: [CH3:19][C:9]1[CH:14]=[CH:13][C:12]([S:15]([O:8][CH2:7][CH:4]2[CH2:5][CH2:6][O:1][CH2:2][CH2:3]2)(=[O:17])=[O:16])=[CH:11][CH:10]=1. (4) Given the reactants [F:1][C:2]([F:15])([F:14])[S:3]([O:6]S(C(F)(F)F)(=O)=O)(=[O:5])=[O:4].[N:16]1[C:25]2[CH:24]=[CH:23][CH:22]=[C:21](O)[C:20]=2[N:19]=[CH:18][CH:17]=1, predict the reaction product. The product is: [N:16]1[C:25]2[C:20](=[C:21]([O:6][S:3]([C:2]([F:15])([F:14])[F:1])(=[O:5])=[O:4])[CH:22]=[CH:23][CH:24]=2)[N:19]=[CH:18][CH:17]=1.